Dataset: Forward reaction prediction with 1.9M reactions from USPTO patents (1976-2016). Task: Predict the product of the given reaction. (1) Given the reactants [CH2:1]([NH:3][C:4](=[O:16])[NH:5][C:6]1[CH:14]=[CH:13][CH:12]=[C:11]([CH3:15])[C:7]=1[C:8]([OH:10])=O)[CH3:2].C(N(CC)CC)C.C(Cl)CCl, predict the reaction product. The product is: [CH2:1]([NH:3][C:4]1[O:16][C:8](=[O:10])[C:7]2[C:11]([CH3:15])=[CH:12][CH:13]=[CH:14][C:6]=2[N:5]=1)[CH3:2]. (2) Given the reactants [Cl:1][C:2]1[CH:7]=[CH:6][C:5]([CH2:8][NH2:9])=[C:4]([C:10]([F:13])([F:12])[F:11])[CH:3]=1.C([O:18][C:19]([C:21]1[CH:26]=[CH:25][CH:24]=[CH:23][C:22]=1[C:27]1[CH:32]=[CH:31][C:30]([CH2:33][N:34]2[C:42]3[C:37](=[CH:38][C:39]([C:43](O)=[O:44])=[CH:40][CH:41]=3)[C:36]([CH3:46])=[C:35]2[CH3:47])=[CH:29][CH:28]=1)=[O:20])(C)(C)C, predict the reaction product. The product is: [Cl:1][C:2]1[CH:7]=[CH:6][C:5]([CH2:8][NH:9][C:43]([C:39]2[CH:38]=[C:37]3[C:42](=[CH:41][CH:40]=2)[N:34]([CH2:33][C:30]2[CH:29]=[CH:28][C:27]([C:22]4[C:21]([C:19]([OH:20])=[O:18])=[CH:26][CH:25]=[CH:24][CH:23]=4)=[CH:32][CH:31]=2)[C:35]([CH3:47])=[C:36]3[CH3:46])=[O:44])=[C:4]([C:10]([F:11])([F:12])[F:13])[CH:3]=1.